Dataset: NCI-60 drug combinations with 297,098 pairs across 59 cell lines. Task: Regression. Given two drug SMILES strings and cell line genomic features, predict the synergy score measuring deviation from expected non-interaction effect. (1) Drug 1: COC1=CC(=CC(=C1O)OC)C2C3C(COC3=O)C(C4=CC5=C(C=C24)OCO5)OC6C(C(C7C(O6)COC(O7)C8=CC=CS8)O)O. Drug 2: CN(C)C1=NC(=NC(=N1)N(C)C)N(C)C. Cell line: SK-MEL-2. Synergy scores: CSS=38.1, Synergy_ZIP=0.695, Synergy_Bliss=-1.04, Synergy_Loewe=-65.6, Synergy_HSA=-3.57. (2) Drug 1: C1CC(=O)NC(=O)C1N2CC3=C(C2=O)C=CC=C3N. Drug 2: C1C(C(OC1N2C=C(C(=O)NC2=O)F)CO)O. Cell line: SF-295. Synergy scores: CSS=44.1, Synergy_ZIP=0.495, Synergy_Bliss=2.89, Synergy_Loewe=1.68, Synergy_HSA=6.08. (3) Drug 1: C1CCC(C1)C(CC#N)N2C=C(C=N2)C3=C4C=CNC4=NC=N3. Drug 2: CC12CCC3C(C1CCC2=O)CC(=C)C4=CC(=O)C=CC34C. Cell line: OVCAR-4. Synergy scores: CSS=44.4, Synergy_ZIP=1.54, Synergy_Bliss=-2.37, Synergy_Loewe=-2.67, Synergy_HSA=-2.88. (4) Drug 1: COC1=NC(=NC2=C1N=CN2C3C(C(C(O3)CO)O)O)N. Drug 2: CN(C(=O)NC(C=O)C(C(C(CO)O)O)O)N=O. Cell line: HS 578T. Synergy scores: CSS=3.14, Synergy_ZIP=-0.0695, Synergy_Bliss=-1.07, Synergy_Loewe=0.0604, Synergy_HSA=-2.35. (5) Drug 1: CC1=C(C(CCC1)(C)C)C=CC(=CC=CC(=CC(=O)O)C)C. Drug 2: C1C(C(OC1N2C=NC(=NC2=O)N)CO)O. Cell line: SK-MEL-5. Synergy scores: CSS=-2.34, Synergy_ZIP=5.83, Synergy_Bliss=-2.00, Synergy_Loewe=-3.56, Synergy_HSA=-4.77. (6) Drug 1: CC1CCC2CC(C(=CC=CC=CC(CC(C(=O)C(C(C(=CC(C(=O)CC(OC(=O)C3CCCCN3C(=O)C(=O)C1(O2)O)C(C)CC4CCC(C(C4)OC)O)C)C)O)OC)C)C)C)OC. Drug 2: C(CC(=O)O)C(=O)CN.Cl. Cell line: KM12. Synergy scores: CSS=27.6, Synergy_ZIP=-9.23, Synergy_Bliss=-6.20, Synergy_Loewe=-48.3, Synergy_HSA=-2.37. (7) Drug 1: C1C(C(OC1N2C=NC3=C(N=C(N=C32)Cl)N)CO)O. Drug 2: C(=O)(N)NO. Cell line: SNB-75. Synergy scores: CSS=0.0900, Synergy_ZIP=-0.299, Synergy_Bliss=0.222, Synergy_Loewe=-1.73, Synergy_HSA=-0.723. (8) Drug 2: CC(C)NC(=O)C1=CC=C(C=C1)CNNC.Cl. Synergy scores: CSS=17.0, Synergy_ZIP=-3.72, Synergy_Bliss=-0.849, Synergy_Loewe=0.609, Synergy_HSA=0.931. Drug 1: CCC1=C2CN3C(=CC4=C(C3=O)COC(=O)C4(CC)O)C2=NC5=C1C=C(C=C5)O. Cell line: A498. (9) Drug 1: C1CCC(C(C1)[NH-])[NH-].C(=O)(C(=O)[O-])[O-].[Pt+4]. Drug 2: CNC(=O)C1=NC=CC(=C1)OC2=CC=C(C=C2)NC(=O)NC3=CC(=C(C=C3)Cl)C(F)(F)F. Cell line: NCI-H460. Synergy scores: CSS=46.6, Synergy_ZIP=-5.13, Synergy_Bliss=-9.29, Synergy_Loewe=-12.7, Synergy_HSA=-3.74.